Dataset: Catalyst prediction with 721,799 reactions and 888 catalyst types from USPTO. Task: Predict which catalyst facilitates the given reaction. (1) Reactant: [CH3:1][N:2]([CH:4]([CH:7]1[CH2:16][CH2:15][C:10]2([O:14][CH2:13][CH2:12][O:11]2)[CH2:9][CH2:8]1)[C:5]#N)[CH3:3].C1COCC1.[C:22]1([CH2:28]C[Mg]Cl)[CH:27]=[CH:26][CH:25]=[CH:24][CH:23]=1.[Cl-].[NH4+]. Product: [O:14]1[C:10]2([CH2:15][CH2:16][CH:7]([CH:4]([N:2]([CH3:3])[CH3:1])[CH2:5][CH2:28][C:22]3[CH:27]=[CH:26][CH:25]=[CH:24][CH:23]=3)[CH2:8][CH2:9]2)[O:11][CH2:12][CH2:13]1. The catalyst class is: 6. (2) Reactant: Br[C:2]1[CH:3]=[N:4][C:5]2[N:6]([C:8]([CH2:11][C:12]3[CH:17]=[CH:16][C:15]([O:18][CH3:19])=[CH:14][CH:13]=3)=[CH:9][N:10]=2)[CH:7]=1.[CH3:20][N:21]1[CH:25]=[C:24](B2OC(C)(C)C(C)(C)O2)[CH:23]=[N:22]1.C([O-])([O-])=O.[K+].[K+]. Product: [CH3:19][O:18][C:15]1[CH:16]=[CH:17][C:12]([CH2:11][C:8]2[N:6]3[CH:7]=[C:2]([C:24]4[CH:23]=[N:22][N:21]([CH3:20])[CH:25]=4)[CH:3]=[N:4][C:5]3=[N:10][CH:9]=2)=[CH:13][CH:14]=1. The catalyst class is: 3. (3) Reactant: C(OC([N:8]1[C:16]2[C:11](=[CH:12][CH:13]=[C:14]([CH2:17][O:18][C:19]3[CH:24]=[CH:23][C:22]([C:25]4[CH:30]=[C:29]([F:31])[C:28]([F:32])=[CH:27][C:26]=4[O:33][CH3:34])=[CH:21][CH:20]=3)[CH:15]=2)[CH:10]=[CH:9]1)=O)(C)(C)C. Product: [F:32][C:28]1[C:29]([F:31])=[CH:30][C:25]([C:22]2[CH:23]=[CH:24][C:19]([O:18][CH2:17][C:14]3[CH:15]=[C:16]4[C:11]([CH:10]=[CH:9][NH:8]4)=[CH:12][CH:13]=3)=[CH:20][CH:21]=2)=[C:26]([O:33][CH3:34])[CH:27]=1. The catalyst class is: 5. (4) Reactant: [CH3:1][O:2][C:3]1[CH:4]=[C:5]([CH:16]=[CH:17][C:18]=1[O:19][CH3:20])[O:6][C:7]1[CH:12]=[CH:11][C:10]([N+:13]([O-])=O)=[CH:9][CH:8]=1. Product: [CH3:1][O:2][C:3]1[CH:4]=[C:5]([CH:16]=[CH:17][C:18]=1[O:19][CH3:20])[O:6][C:7]1[CH:8]=[CH:9][C:10]([NH2:13])=[CH:11][CH:12]=1. The catalyst class is: 99. (5) Reactant: [F:1][C:2]1([CH2:35][N:36]2C(=O)C3C(=CC=CC=3)C2=O)[CH2:7][CH2:6][N:5]([C:8]2[C:9]3[O:34][CH:33]=[CH:32][C:10]=3[N:11]=[C:12]([NH:14][C:15]3[CH:23]=[C:22]4[C:18]([CH:19]=[N:20][N:21]4[CH2:24][O:25][CH2:26][CH2:27][Si:28]([CH3:31])([CH3:30])[CH3:29])=[CH:17][CH:16]=3)[N:13]=2)[CH2:4][CH2:3]1.C(N)(=O)C1C(=CC=CC=1)C(N)=O.ClC1N=C(Cl)C2OC=CC=2N=1.C[Si](C)(C)CCOCN1C2C(=CC=C(N)C=2)C=N1.O.NN. Product: [NH2:36][CH2:35][C:2]1([F:1])[CH2:7][CH2:6][N:5]([C:8]2[C:9]3[O:34][CH:33]=[CH:32][C:10]=3[N:11]=[C:12]([NH:14][C:15]3[CH:23]=[C:22]4[C:18]([CH:19]=[N:20][N:21]4[CH2:24][O:25][CH2:26][CH2:27][Si:28]([CH3:31])([CH3:29])[CH3:30])=[CH:17][CH:16]=3)[N:13]=2)[CH2:4][CH2:3]1. The catalyst class is: 5. (6) The catalyst class is: 87. Reactant: [C:1]([CH2:3][C:4]1([N:15]2[CH2:18][CH:17]([CH2:19][N:20]([C@@H:27]3[CH2:29][C@H:28]3[C:30]3[CH:35]=[CH:34][CH:33]=[CH:32][CH:31]=3)[C:21](=[O:26])[C:22]([F:25])([F:24])[F:23])[CH2:16]2)[CH2:7][N:6](C(OC(C)(C)C)=[O:9])[CH2:5]1)#[N:2].[OH-:36].[Na+]. Product: [C:1](#[N:2])[CH3:3].[OH2:9].[C:21]([OH:26])([C:22]([F:25])([F:24])[F:23])=[O:36].[C:30]1([C@@H:28]2[CH2:29][C@H:27]2[NH:20][CH2:19][CH:17]2[CH2:16][N:15]([C:4]3([CH2:3][C:1]#[N:2])[CH2:7][NH:6][CH2:5]3)[CH2:18]2)[CH:35]=[CH:34][CH:33]=[CH:32][CH:31]=1.[C:21]([OH:26])([C:22]([F:25])([F:24])[F:23])=[O:36]. (7) Reactant: [F:1][C:2]1[CH:3]=[C:4]([C:13]([CH3:17])([CH3:16])[CH:14]=[O:15])[CH:5]=[C:6]2[C:11]=1[C:10](=[O:12])[NH:9][CH:8]=[CH:7]2.[BH4-].[Na+]. Product: [F:1][C:2]1[CH:3]=[C:4]([C:13]([CH3:17])([CH3:16])[CH2:14][OH:15])[CH:5]=[C:6]2[C:11]=1[C:10](=[O:12])[NH:9][CH:8]=[CH:7]2. The catalyst class is: 5.